This data is from Catalyst prediction with 721,799 reactions and 888 catalyst types from USPTO. The task is: Predict which catalyst facilitates the given reaction. (1) Reactant: [CH:1]1([CH2:4][N:5]2[C:11]3[CH:12]=[CH:13][CH:14]=[CH:15][C:10]=3[CH:9]=[CH:8][C:7]3[CH:16]=[C:17]([OH:20])[CH:18]=[CH:19][C:6]2=3)[CH2:3][CH2:2]1.C(C1C=C(C)C=C(C(C)(C)C)N=1)(C)(C)C.[F:36][C:37]([F:50])([F:49])[S:38](O[S:38]([C:37]([F:50])([F:49])[F:36])(=[O:40])=[O:39])(=[O:40])=[O:39]. Product: [F:36][C:37]([F:50])([F:49])[S:38]([O:20][C:17]1[CH:18]=[CH:19][C:6]2[N:5]([CH2:4][CH:1]3[CH2:2][CH2:3]3)[C:11]3[CH:12]=[CH:13][CH:14]=[CH:15][C:10]=3[CH:9]=[CH:8][C:7]=2[CH:16]=1)(=[O:40])=[O:39]. The catalyst class is: 1. (2) Reactant: [I:1][C:2]1[C:10]2[C:5](=[CH:6][CH:7]=[C:8]([C:11]([OH:13])=O)[CH:9]=2)[NH:4][N:3]=1.Cl.[Cl:15][C:16]1[CH:20]=[CH:19][S:18][C:17]=1[C@@H:21]([CH:23]1[CH2:25][CH2:24]1)[NH2:22].O. Product: [Cl:15][C:16]1[CH:20]=[CH:19][S:18][C:17]=1[C@@H:21]([CH:23]1[CH2:24][CH2:25]1)[NH:22][C:11]([C:8]1[CH:9]=[C:10]2[C:5](=[CH:6][CH:7]=1)[NH:4][N:3]=[C:2]2[I:1])=[O:13]. The catalyst class is: 3.